From a dataset of Reaction yield outcomes from USPTO patents with 853,638 reactions. Predict the reaction yield, written as a fraction of the theoretical maximum amount of product (1.0 means a 100% yield; for example, 0.34 means a 34% yield). (1) The reactants are [C:1]([NH:4][C:5]([NH2:7])=[NH:6])(=[O:3])[CH3:2].[H-].[Na+].[CH2:10]([O:17][C:18]([N:20]1[CH2:24][CH2:23][CH2:22][CH:21]1[C:25](OCC)=[S:26])=[O:19])[C:11]1[CH:16]=[CH:15][CH:14]=[CH:13][CH:12]=1. The catalyst is C1COCC1. The product is [CH2:10]([O:17][C:18]([N:20]1[CH2:24][CH2:23][CH2:22][CH:21]1[C:25]([NH:6][C:5]([NH2:7])=[N:4][C:1](=[O:3])[CH3:2])=[S:26])=[O:19])[C:11]1[CH:12]=[CH:13][CH:14]=[CH:15][CH:16]=1. The yield is 0.560. (2) The reactants are [F:1][C:2]1[CH:13]=[CH:12][C:5]([CH2:6][N:7]2[CH:11]=[CH:10][CH:9]=[CH:8]2)=[CH:4][CH:3]=1.CN(C)[CH:16]=[C:17]([N:23]=[CH:24]N(C)C)[C:18]([O:20][CH2:21][CH3:22])=[O:19].FC(F)(F)C(O)=O. The catalyst is C(O)(=O)C. The product is [F:1][C:2]1[CH:13]=[CH:12][C:5]([CH2:6][N:7]2[C:11]3[CH:16]=[C:17]([C:18]([O:20][CH2:21][CH3:22])=[O:19])[N:23]=[CH:24][C:10]=3[CH:9]=[CH:8]2)=[CH:4][CH:3]=1. The yield is 0.190. (3) The reactants are [CH2:1]([N:3]([CH:11]1[CH2:16][CH2:15][CH2:14][CH:13]([C:17]2[C:25]3[C:20](=[CH:21][CH:22]=[C:23]([NH:26][C:27]([C:29]4[S:30][CH:31]=[CH:32][CH:33]=4)=[NH:28])[CH:24]=3)[NH:19][CH:18]=2)[CH2:12]1)C(=O)OC(C)(C)C)[CH3:2].C(O)(C(F)(F)F)=O.[NH4+].[OH-]. The catalyst is ClCCl. The product is [CH2:1]([NH:3][CH:11]1[CH2:16][CH2:15][CH2:14][CH:13]([C:17]2[C:25]3[C:20](=[CH:21][CH:22]=[C:23]([NH:26][C:27]([C:29]4[S:30][CH:31]=[CH:32][CH:33]=4)=[NH:28])[CH:24]=3)[NH:19][CH:18]=2)[CH2:12]1)[CH3:2]. The yield is 0.850. (4) The product is [C:1]([C:5]1[CH:9]=[C:8]([NH:10][C:11]([NH:13][C:14]2[CH:19]=[CH:18][CH:17]=[C:16]([Cl:20])[C:15]=2[Cl:21])=[O:12])[N:7]([C:22]2[CH:31]=[C:30]3[C:25]([CH2:26][C@@H:27]([C:39](=[O:41])[NH2:40])[NH:28][CH2:29]3)=[CH:24][CH:23]=2)[N:6]=1)([CH3:4])([CH3:2])[CH3:3]. The yield is 0.850. The catalyst is Cl.O1CCOCC1. The reactants are [C:1]([C:5]1[CH:9]=[C:8]([NH:10][C:11]([NH:13][C:14]2[CH:19]=[CH:18][CH:17]=[C:16]([Cl:20])[C:15]=2[Cl:21])=[O:12])[N:7]([C:22]2[CH:31]=[C:30]3[C:25]([CH2:26][C@@H:27]([C:39](=[O:41])[NH2:40])[N:28](C(OC(C)(C)C)=O)[CH2:29]3)=[CH:24][CH:23]=2)[N:6]=1)([CH3:4])([CH3:3])[CH3:2]. (5) The reactants are Cl.[CH3:2][O:3][C:4](=[O:9])[C@H:5]([CH2:7][OH:8])[NH2:6].[C:10](O[C:10]([O:12][C:13]([CH3:16])([CH3:15])[CH3:14])=[O:11])([O:12][C:13]([CH3:16])([CH3:15])[CH3:14])=[O:11]. No catalyst specified. The product is [CH3:2][O:3][C:4](=[O:9])[C@H:5]([CH2:7][OH:8])[NH:6][C:10]([O:12][C:13]([CH3:16])([CH3:15])[CH3:14])=[O:11]. The yield is 0.880. (6) The reactants are [Cl:1][C:2]1[CH:32]=[CH:31][C:5]([CH2:6][NH:7][C:8](=[O:30])[CH2:9][C@@H:10]2[CH2:21][CH:20]=[CH:19][CH2:18][CH2:17][C:16](=[O:22])[O:15][C@H:14]([C:23]3[CH:28]=[CH:27][CH:26]=[CH:25][CH:24]=3)[CH2:13][NH:12][C:11]2=[O:29])=[CH:4][CH:3]=1.C1C=C(Cl)C=C(C(OO)=[O:41])C=1. The catalyst is C(Cl)Cl. The product is [Cl:1][C:2]1[CH:3]=[CH:4][C:5]([CH2:6][NH:7][C:8](=[O:30])[CH2:9][C@@H:10]2[CH2:21][C@H:20]3[C@@H:19]([O:41]3)[CH2:18][CH2:17][C:16](=[O:22])[O:15][C@H:14]([C:23]3[CH:24]=[CH:25][CH:26]=[CH:27][CH:28]=3)[CH2:13][NH:12][C:11]2=[O:29])=[CH:31][CH:32]=1. The yield is 0.460. (7) The reactants are [NH2:1][C:2]1[CH:7]=[C:6](Cl)[CH:5]=[CH:4][N:3]=1.[OH:9][C:10]1[CH:15]=[CH:14][C:13]([N+:16]([O-:18])=[O:17])=[CH:12][C:11]=1[CH3:19].C(N(C(C)C)CC)(C)C. The catalyst is CN1CCCC1=O. The product is [CH3:19][C:11]1[CH:12]=[C:13]([N+:16]([O-:18])=[O:17])[CH:14]=[CH:15][C:10]=1[O:9][C:6]1[CH:5]=[CH:4][N:3]=[C:2]([NH2:1])[CH:7]=1. The yield is 0.457.